From a dataset of Full USPTO retrosynthesis dataset with 1.9M reactions from patents (1976-2016). Predict the reactants needed to synthesize the given product. The reactants are: [CH:1]1([C@H:7]2[N:12]3[CH:13]=[CH:14][C:15]4[CH:16]=[CH:17][CH:18]=[C:10]([C:11]=43)[O:9][CH2:8]2)[CH2:6][CH2:5][CH2:4][CH2:3][CH2:2]1.[F:19][C:20]([F:31])([F:30])[C:21](O[C:21](=[O:22])[C:20]([F:31])([F:30])[F:19])=[O:22]. Given the product [CH:1]1([C@H:7]2[N:12]3[CH:13]=[C:14]([C:21]([C:20]([F:31])([F:30])[F:19])=[O:22])[C:15]4[CH:16]=[CH:17][CH:18]=[C:10]([C:11]=43)[O:9][CH2:8]2)[CH2:2][CH2:3][CH2:4][CH2:5][CH2:6]1, predict the reactants needed to synthesize it.